Predict the reactants needed to synthesize the given product. From a dataset of Full USPTO retrosynthesis dataset with 1.9M reactions from patents (1976-2016). Given the product [F:11][C:12]1[C:19]([F:20])=[CH:18][C:17]([F:21])=[C:16]([F:22])[C:13]=1[CH2:14][NH2:15], predict the reactants needed to synthesize it. The reactants are: FC1C(F)=CC(F)=C(F)C=1.[F:11][C:12]1[C:19]([F:20])=[CH:18][C:17]([F:21])=[C:16]([F:22])[C:13]=1[C:14]#[N:15].